This data is from Forward reaction prediction with 1.9M reactions from USPTO patents (1976-2016). The task is: Predict the product of the given reaction. (1) Given the reactants [NH:1]1[CH2:5][CH2:4][CH2:3][CH2:2]1.[C:6]([NH:16][CH2:17][C:18](O)=[O:19])([O:8][CH2:9][C:10]1[CH:15]=[CH:14][CH:13]=[CH:12][CH:11]=1)=[O:7].C1C=NC2N(O)N=NC=2C=1.CN1CCOCC1.C(Cl)CCl, predict the reaction product. The product is: [C:10]1([CH2:9][O:8][C:6](=[O:7])[NH:16][CH2:17][C:18](=[O:19])[N:1]2[CH2:5][CH2:4][CH2:3][CH2:2]2)[CH:11]=[CH:12][CH:13]=[CH:14][CH:15]=1. (2) Given the reactants [CH2:1]([O:8][C:9]([N:11]1[CH2:15][C:14](=[O:16])[N:13]=[C:12]1[NH2:17])=[O:10])[C:2]1[CH:7]=[CH:6][CH:5]=[CH:4][CH:3]=1.[CH3:18][C:19]1[CH:26]=[C:25]([CH3:27])[CH:24]=[CH:23][C:20]=1[CH2:21]Br.C([O-])([O-])=O.[K+].[K+], predict the reaction product. The product is: [CH2:1]([O:8][C:9]([N:11]1[CH2:15][C:14](=[O:16])[N:13]=[C:12]1[NH:17][CH2:21][C:20]1[CH:23]=[CH:24][C:25]([CH3:27])=[CH:26][C:19]=1[CH3:18])=[O:10])[C:2]1[CH:7]=[CH:6][CH:5]=[CH:4][CH:3]=1.